This data is from Peptide-MHC class II binding affinity with 134,281 pairs from IEDB. The task is: Regression. Given a peptide amino acid sequence and an MHC pseudo amino acid sequence, predict their binding affinity value. This is MHC class II binding data. (1) The peptide sequence is MYFHRRDLRLASNAI. The MHC is DRB1_0901 with pseudo-sequence DRB1_0901. The binding affinity (normalized) is 0.620. (2) The peptide sequence is VDKIDAAFKIAATAA. The MHC is HLA-DQA10301-DQB10302 with pseudo-sequence HLA-DQA10301-DQB10302. The binding affinity (normalized) is 0.328. (3) The peptide sequence is SEIEEFRDRARVPLT. The MHC is DRB1_1602 with pseudo-sequence DRB1_1602. The binding affinity (normalized) is 0.0436. (4) The peptide sequence is QIRMAKLLGRDPEQS. The MHC is DRB1_1101 with pseudo-sequence DRB1_1101. The binding affinity (normalized) is 0.597. (5) The peptide sequence is FIFGEARSLYLNTEL. The MHC is DRB1_1302 with pseudo-sequence DRB1_1302. The binding affinity (normalized) is 0.415.